Dataset: Peptide-MHC class II binding affinity with 134,281 pairs from IEDB. Task: Regression. Given a peptide amino acid sequence and an MHC pseudo amino acid sequence, predict their binding affinity value. This is MHC class II binding data. (1) The peptide sequence is PELQIVDKIDAAFKI. The MHC is DRB1_0701 with pseudo-sequence DRB1_0701. The binding affinity (normalized) is 0.818. (2) The peptide sequence is VVVHITDDNEEPIAP. The MHC is DRB1_1201 with pseudo-sequence DRB1_1201. The binding affinity (normalized) is 0.0322. (3) The peptide sequence is EKKYFAKTQFEPLAA. The MHC is HLA-DQA10401-DQB10402 with pseudo-sequence HLA-DQA10401-DQB10402. The binding affinity (normalized) is 0.421. (4) The peptide sequence is PLYRYLGGCFACSL. The MHC is HLA-DQA10102-DQB10602 with pseudo-sequence HLA-DQA10102-DQB10602. The binding affinity (normalized) is 0.334.